Dataset: Forward reaction prediction with 1.9M reactions from USPTO patents (1976-2016). Task: Predict the product of the given reaction. (1) Given the reactants N12CCCN=C1CCCCC2.Cl.[NH2:13][CH2:14][C:15]1[CH:23]=[CH:22][CH:21]=[C:20]2[C:16]=1[C:17](=[O:33])[N:18]([CH:25]1[CH2:30][CH2:29][C:28](=[O:31])[NH:27][C:26]1=[O:32])[C:19]2=[O:24].[CH:34]1([N:40]=[C:41]=[O:42])[CH2:39][CH2:38][CH2:37][CH2:36][CH2:35]1, predict the reaction product. The product is: [O:32]=[C:26]1[CH:25]([N:18]2[C:17](=[O:33])[C:16]3[C:20](=[CH:21][CH:22]=[CH:23][C:15]=3[CH2:14][NH:13][C:41]([NH:40][CH:34]3[CH2:39][CH2:38][CH2:37][CH2:36][CH2:35]3)=[O:42])[C:19]2=[O:24])[CH2:30][CH2:29][C:28](=[O:31])[NH:27]1. (2) Given the reactants [CH2:1]([NH:8][CH:9]([C:30]#[N:31])[CH2:10][C@H:11]1[N:15]([C:16]([O:18][C:19]([CH3:22])([CH3:21])[CH3:20])=[O:17])[C@H:14]([C:23]([O:25][C:26]([CH3:29])([CH3:28])[CH3:27])=[O:24])[CH2:13][CH2:12]1)[C:2]1[CH:7]=[CH:6][CH:5]=[CH:4][CH:3]=1.C(=O)([O-])[O-:33].[K+].[K+].OO, predict the reaction product. The product is: [CH2:1]([NH:8][CH:9]([C:30](=[O:33])[NH2:31])[CH2:10][C@H:11]1[N:15]([C:16]([O:18][C:19]([CH3:20])([CH3:21])[CH3:22])=[O:17])[C@H:14]([C:23]([O:25][C:26]([CH3:29])([CH3:28])[CH3:27])=[O:24])[CH2:13][CH2:12]1)[C:2]1[CH:3]=[CH:4][CH:5]=[CH:6][CH:7]=1. (3) Given the reactants [NH:1]1[CH2:6][CH2:5][CH:4]([CH2:7][C:8]2[N:12]=[C:11]([C:13]3[O:21][C:20]4[CH:19]=[CH:18][N:17]=[CH:16][C:15]=4[CH:14]=3)[O:10][N:9]=2)[CH2:3][CH2:2]1.Cl[C:23]1[CH:33]=[CH:32][C:26]([C:27]([O:29][CH2:30][CH3:31])=[O:28])=[CH:25][N:24]=1.C1CCN2C(=NCCC2)CC1.CC(O)=O, predict the reaction product. The product is: [O:21]1[C:20]2[CH:19]=[CH:18][N:17]=[CH:16][C:15]=2[CH:14]=[C:13]1[C:11]1[O:10][N:9]=[C:8]([CH2:7][CH:4]2[CH2:5][CH2:6][N:1]([C:23]3[CH:33]=[CH:32][C:26]([C:27]([O:29][CH2:30][CH3:31])=[O:28])=[CH:25][N:24]=3)[CH2:2][CH2:3]2)[N:12]=1. (4) The product is: [N:1]1([CH2:6][CH2:7][O:8][C:9]2[CH:10]=[CH:11][C:12]([NH:15][C:29]([CH:23]3[CH2:28][CH2:27][CH2:26][CH2:25][CH2:24]3)=[O:30])=[CH:13][CH:14]=2)[CH2:5][CH2:4][CH2:3][CH2:2]1. Given the reactants [N:1]1([CH2:6][CH2:7][O:8][C:9]2[CH:14]=[CH:13][C:12]([NH2:15])=[CH:11][CH:10]=2)[CH2:5][CH2:4][CH2:3][CH2:2]1.C(N(CC)CC)C.[CH:23]1([C:29](Cl)=[O:30])[CH2:28][CH2:27][CH2:26][CH2:25][CH2:24]1.C(=O)(O)[O-].[Na+], predict the reaction product. (5) Given the reactants Cl[C:2]1[C:3]2[S:11][CH:10]=[CH:9][C:4]=2[N:5]=[C:6]([CH3:8])[N:7]=1.C(O)(C)C.[CH3:16][O:17][C:18]1[CH:24]=[CH:23][C:22]([O:25][CH3:26])=[CH:21][C:19]=1[NH2:20].Cl, predict the reaction product. The product is: [CH3:16][O:17][C:18]1[CH:24]=[CH:23][C:22]([O:25][CH3:26])=[CH:21][C:19]=1[NH:20][C:2]1[C:3]2[S:11][CH:10]=[CH:9][C:4]=2[N:5]=[C:6]([CH3:8])[N:7]=1. (6) Given the reactants FC(F)(F)C(O)=O.[Cl:8][C:9]1[CH:10]=[C:11]([CH:30]2[O:35][CH2:34][CH2:33][N:32](C(OC(C)(C)C)=O)[CH2:31]2)[CH:12]=[CH:13][C:14]=1[NH:15][C:16]([C:18]1[CH:19]=[N:20][N:21]([C:23]2[CH:28]=[CH:27][C:26]([F:29])=[CH:25][CH:24]=2)[CH:22]=1)=[O:17].[OH-].[Na+], predict the reaction product. The product is: [Cl:8][C:9]1[CH:10]=[C:11]([CH:30]2[O:35][CH2:34][CH2:33][NH:32][CH2:31]2)[CH:12]=[CH:13][C:14]=1[NH:15][C:16]([C:18]1[CH:19]=[N:20][N:21]([C:23]2[CH:28]=[CH:27][C:26]([F:29])=[CH:25][CH:24]=2)[CH:22]=1)=[O:17]. (7) Given the reactants [CH:1]([NH:4][CH2:5][C:6]1[O:10][N:9]=[C:8]([C:11]2C=CC(C)=CC=2)[N:7]=1)([CH3:3])[CH3:2].ClCC1ON=C(C2[N:30]=[CH:29][CH:28]=[CH:27][N:26]=2)N=1.C(N)(C)C.C(=O)([O-])[O-].[K+].[K+], predict the reaction product. The product is: [N:26]1[CH:27]=[CH:28][CH:29]=[N:30][C:11]=1[C:8]1[N:7]=[C:6]([CH2:5][NH:4][CH:1]([CH3:2])[CH3:3])[O:10][N:9]=1.